From a dataset of Full USPTO retrosynthesis dataset with 1.9M reactions from patents (1976-2016). Predict the reactants needed to synthesize the given product. (1) Given the product [CH3:1][O:2][C:3](=[O:17])[CH2:4][CH2:5][NH:6][C:7](=[O:16])[C:8]1[CH:13]=[CH:12][C:11]([CH2:14][NH:34][C:33]2[CH:35]=[CH:36][C:30]([CH2:26][CH2:27][CH2:28][CH3:29])=[CH:31][CH:32]=2)=[CH:10][CH:9]=1, predict the reactants needed to synthesize it. The reactants are: [CH3:1][O:2][C:3](=[O:17])[CH2:4][CH2:5][NH:6][C:7](=[O:16])[C:8]1[CH:13]=[CH:12][C:11]([CH:14]=O)=[CH:10][CH:9]=1.C(O)(=O)C.C([BH3-])#N.[Na+].[CH2:26]([C:30]1[CH:36]=[CH:35][C:33]([NH2:34])=[CH:32][CH:31]=1)[CH2:27][CH2:28][CH3:29]. (2) The reactants are: Br[CH2:2][CH2:3][CH2:4][O:5][C:6]1[CH:11]=[CH:10][C:9]([C:12]2[C:13]3[CH:20]=[CH:19][CH:18]=[CH:17][C:14]=3[S:15][CH:16]=2)=[CH:8][CH:7]=1.C(=O)([O-])[O-].[K+].[K+].[C:27](#[N:29])[CH3:28].CO. Given the product [S:15]1[CH:16]=[C:12]([C:9]2[CH:10]=[CH:11][C:6]([O:5][CH2:4][CH2:3][CH2:2][N:29]3[CH2:8][CH2:7][CH2:6][CH2:11][CH2:28][CH2:27]3)=[CH:7][CH:8]=2)[C:13]2[CH:20]=[CH:19][CH:18]=[CH:17][C:14]1=2, predict the reactants needed to synthesize it.